This data is from Catalyst prediction with 721,799 reactions and 888 catalyst types from USPTO. The task is: Predict which catalyst facilitates the given reaction. (1) The catalyst class is: 18. Product: [CH2:17]([N:1]([C:2]1[CH:7]=[CH:6][C:5]([CH2:8][C:9]#[N:10])=[CH:4][CH:3]=1)[CH2:8][C:5]1[CH:6]=[CH:7][CH:2]=[CH:3][CH:4]=1)[C:18]1[CH:23]=[CH:22][CH:21]=[CH:20][CH:19]=1. Reactant: [NH2:1][C:2]1[CH:7]=[CH:6][C:5]([CH2:8][C:9]#[N:10])=[CH:4][CH:3]=1.C(=O)([O-])[O-].[K+].[K+].[CH2:17](Br)[C:18]1[CH:23]=[CH:22][CH:21]=[CH:20][CH:19]=1.[I-].[K+]. (2) Reactant: [OH:1][CH2:2][CH:3]1[NH:8][CH2:7][CH2:6][N:5]([C:9]([O:11][C:12]([CH3:15])([CH3:14])[CH3:13])=[O:10])[CH2:4]1.[CH2:16]([C:18]1[CH:23]=[CH:22][CH:21]=[CH:20][C:19]=1[N:24]=[C:25]=[O:26])[CH3:17]. Product: [CH2:16]([C:18]1[CH:23]=[CH:22][CH:21]=[CH:20][C:19]=1[NH:24][C:25]([N:8]1[CH2:7][CH2:6][N:5]([C:9]([O:11][C:12]([CH3:15])([CH3:14])[CH3:13])=[O:10])[CH2:4][CH:3]1[CH2:2][OH:1])=[O:26])[CH3:17]. The catalyst class is: 7. (3) Reactant: [N:1]1[C:10]2[C:5](=[CH:6][CH:7]=[CH:8][C:9]=2[NH2:11])[CH:4]=[CH:3][CH:2]=1.C(N(CC)CC)C.[Br:19][C:20]1[CH:28]=[CH:27][C:23]([C:24](Cl)=[O:25])=[CH:22][CH:21]=1. Product: [Br:19][C:20]1[CH:28]=[CH:27][C:23]([C:24]([NH:11][C:9]2[CH:8]=[CH:7][CH:6]=[C:5]3[C:10]=2[N:1]=[CH:2][CH:3]=[CH:4]3)=[O:25])=[CH:22][CH:21]=1. The catalyst class is: 4. (4) Reactant: [OH-:1].[Na+].[N+:3]([C:6]1[CH:7]=[C:8]([C:12](=[O:17])C(Cl)(Cl)Cl)[N:9]([CH3:11])[CH:10]=1)([O-:5])=[O:4]. Product: [N+:3]([C:6]1[CH:7]=[C:8]([C:12]([OH:17])=[O:1])[N:9]([CH3:11])[CH:10]=1)([O-:5])=[O:4]. The catalyst class is: 6. (5) Reactant: Br[C:2]1[CH:3]=[N:4][CH:5]=[C:6]([Br:8])[CH:7]=1.[CH3:9][N:10]1[CH2:15][CH2:14][NH:13][CH2:12][CH2:11]1.CC1(C)C2C(=C(P(C3C=CC=CC=3)C3C=CC=CC=3)C=CC=2)OC2C(P(C3C=CC=CC=3)C3C=CC=CC=3)=CC=CC1=2.CC([O-])(C)C.[Na+]. Product: [Br:8][C:6]1[CH:7]=[C:2]([N:13]2[CH2:14][CH2:15][N:10]([CH3:9])[CH2:11][CH2:12]2)[CH:3]=[N:4][CH:5]=1. The catalyst class is: 101.